From a dataset of Reaction yield outcomes from USPTO patents with 853,638 reactions. Predict the reaction yield, written as a fraction of the theoretical maximum amount of product (1.0 means a 100% yield; for example, 0.34 means a 34% yield). (1) The reactants are [F:1][C:2]1[CH:7]=[CH:6][C:5]([N:8]2[C:16]3[C:11](=[CH:12][C:13](I)=[CH:14][CH:15]=3)[CH:10]=[N:9]2)=[CH:4][CH:3]=1.[C:18]([OH:26])(=[S:25])[C:19]1[CH:24]=[CH:23][CH:22]=[CH:21][CH:20]=1.CC1C=NC2C(C=1C)=CC=C1C=2N=CC(C)=C1C.C(NC(C)C)(C)C. The catalyst is C1(C)C=CC=CC=1.CCOC(C)=O.[I+].[Cu+]. The product is [C:18](=[O:26])([S:25][C:13]1[CH:12]=[C:11]2[C:16](=[CH:15][CH:14]=1)[N:8]([C:5]1[CH:6]=[CH:7][C:2]([F:1])=[CH:3][CH:4]=1)[N:9]=[CH:10]2)[C:19]1[CH:24]=[CH:23][CH:22]=[CH:21][CH:20]=1. The yield is 0.200. (2) The reactants are CC(OC(/N=N/C(OC(C)C)=O)=O)C.C1C=CC(P(C2C=CC=CC=2)C2C=CC=CC=2)=CC=1.O[CH2:35][CH2:36][O:37][C:38]1([C:53]#[N:54])[CH2:43][CH2:42][N:41]([C:44]2[N:49]=[C:48]([O:50][CH3:51])[CH:47]=[C:46]([CH3:52])[N:45]=2)[CH2:40][CH2:39]1.C1C=CC(P([N:69]=[N+:70]=[N-:71])(C2C=CC=CC=2)=O)=CC=1. The catalyst is C1COCC1. The product is [N:69]([CH2:35][CH2:36][O:37][C:38]1([C:53]#[N:54])[CH2:43][CH2:42][N:41]([C:44]2[N:49]=[C:48]([O:50][CH3:51])[CH:47]=[C:46]([CH3:52])[N:45]=2)[CH2:40][CH2:39]1)=[N+:70]=[N-:71]. The yield is 0.330. (3) The reactants are [CH2:1]([C:5]1[C:9]([CH2:10][O:11][C:12]2[N:17]=[N:16][C:15]([C:18](O)=[O:19])=[CH:14][CH:13]=2)=[C:8]([CH3:21])[O:7][N:6]=1)[CH2:2][CH2:3][CH3:4].C(N1C=CN=C1)([N:24]1C=CN=C1)=O.[OH-].[NH4+]. The catalyst is CN(C=O)C. The product is [CH2:1]([C:5]1[C:9]([CH2:10][O:11][C:12]2[N:17]=[N:16][C:15]([C:18]([NH2:24])=[O:19])=[CH:14][CH:13]=2)=[C:8]([CH3:21])[O:7][N:6]=1)[CH2:2][CH2:3][CH3:4]. The yield is 0.550. (4) The reactants are [NH2:1][C:2]1[N:7]=[CH:6][N:5]=[C:4]2[N:8]([CH2:25][C@H:26]3[CH2:30][CH2:29][CH2:28][N:27]3[C:31](=[O:47])[C:32]([C:45]#[N:46])=[CH:33][C:34]3([NH:37]C(=O)OC(C)(C)C)[CH2:36][CH2:35]3)[N:9]=[C:10]([C:11]3[CH:16]=[CH:15][C:14]([O:17][C:18]4[CH:23]=[CH:22][CH:21]=[CH:20][CH:19]=4)=[CH:13][C:12]=3[F:24])[C:3]=12.C(O)(C(F)(F)F)=O. The catalyst is C(Cl)Cl. The product is [NH2:1][C:2]1[N:7]=[CH:6][N:5]=[C:4]2[N:8]([CH2:25][C@H:26]3[CH2:30][CH2:29][CH2:28][N:27]3[C:31]([C:32](=[CH:33][C:34]3([NH2:37])[CH2:36][CH2:35]3)[C:45]#[N:46])=[O:47])[N:9]=[C:10]([C:11]3[CH:16]=[CH:15][C:14]([O:17][C:18]4[CH:19]=[CH:20][CH:21]=[CH:22][CH:23]=4)=[CH:13][C:12]=3[F:24])[C:3]=12. The yield is 0.120. (5) The reactants are [Br:1][C:2]1[CH:7]=[C:6]([C:8]#[N:9])[CH:5]=[C:4](Br)[C:3]=1[NH:11][C:12]([NH2:14])=[S:13].N1C2C(=CC=C3C=2N=CC=C3)C=CC=1.C([O-])([O-])=O.[Cs+].[Cs+].O. The catalyst is O1CCOCC1.[Cu]I. The product is [NH2:14][C:12]1[S:13][C:4]2[CH:5]=[C:6]([C:8]#[N:9])[CH:7]=[C:2]([Br:1])[C:3]=2[N:11]=1. The yield is 1.00. (6) The reactants are [Cl:1][C:2]1[C:7]([N+:8]([O-])=O)=[CH:6][CH:5]=[CH:4][N:3]=1.[CH:11]([Mg]Br)=[CH2:12]. The catalyst is C1COCC1. The product is [Cl:1][C:2]1[N:3]=[CH:4][CH:5]=[C:6]2[C:7]=1[NH:8][CH:12]=[CH:11]2. The yield is 0.310. (7) The yield is 0.800. The catalyst is C(Cl)Cl.[Ru]([O-])(=O)(=O)=O.C([N+](CCC)(CCC)CCC)CC. The product is [NH:7]1[C:8]2[CH:9]=[CH:10][CH:11]=[C:3]([CH:2]=[O:1])[C:4]=2[CH:5]=[CH:6]1. The reactants are [OH:1][CH2:2][C:3]1[CH:11]=[CH:10][CH:9]=[C:8]2[C:4]=1[CH:5]=[CH:6][NH:7]2.C[N+]1([O-])CCOCC1. (8) The reactants are N[C:2]([C@:4]1([CH3:30])[CH2:8][CH2:7][C@H:6]([C:9]2[CH:14]=[CH:13][C:12]([O:15][CH2:16][C:17]3[CH:22]=[CH:21][CH:20]=[CH:19][CH:18]=3)=[CH:11][CH:10]=2)[N:5]1[C:23]([O:25][C:26]([CH3:29])([CH3:28])[CH3:27])=[O:24])=[O:3].[OH:31][Li].O. The catalyst is CO. The product is [CH3:27][C:26]([O:25][C:23]([N:5]1[C@@H:6]([C:9]2[CH:14]=[CH:13][C:12]([O:15][CH2:16][C:17]3[CH:22]=[CH:21][CH:20]=[CH:19][CH:18]=3)=[CH:11][CH:10]=2)[CH2:7][CH2:8][C@@:4]1([CH3:30])[C:2]([OH:31])=[O:3])=[O:24])([CH3:29])[CH3:28]. The yield is 0.930. (9) The reactants are [F:1][C:2]1([F:33])[O:6][C:5]2[CH:7]=[CH:8][C:9]([N:11]([CH2:31][CH3:32])[C:12](=[O:30])[CH2:13][N:14]3[C:23](=[O:24])[C:22]4[C:17](=[CH:18][CH:19]=[CH:20][CH:21]=4)[C:16]([C:25]([O:27]CC)=[O:26])=[N:15]3)=[CH:10][C:4]=2[O:3]1.[OH-].[Na+]. The catalyst is C1COCC1.O. The product is [F:33][C:2]1([F:1])[O:6][C:5]2[CH:7]=[CH:8][C:9]([N:11]([CH2:31][CH3:32])[C:12](=[O:30])[CH2:13][N:14]3[C:23](=[O:24])[C:22]4[C:17](=[CH:18][CH:19]=[CH:20][CH:21]=4)[C:16]([C:25]([OH:27])=[O:26])=[N:15]3)=[CH:10][C:4]=2[O:3]1. The yield is 0.625.